This data is from Full USPTO retrosynthesis dataset with 1.9M reactions from patents (1976-2016). The task is: Predict the reactants needed to synthesize the given product. (1) Given the product [Si:19]([O:1][C:2]1[CH:13]=[C:6]2[C:7]([O:9][C:10](=[O:12])[NH:11][C:5]2=[CH:4][CH:3]=1)=[O:8])([C:22]([CH3:25])([CH3:24])[CH3:23])([CH3:21])[CH3:20], predict the reactants needed to synthesize it. The reactants are: [OH:1][C:2]1[CH:13]=[C:6]2[C:7]([O:9][C:10](=[O:12])[NH:11][C:5]2=[CH:4][CH:3]=1)=[O:8].N1C=CN=C1.[Si:19](Cl)([C:22]([CH3:25])([CH3:24])[CH3:23])([CH3:21])[CH3:20]. (2) Given the product [CH3:7][C:2]([NH:1][C:16]1[CH:21]=[CH:20][CH:19]=[CH:18][C:17]=1[N+:22]([O-:24])=[O:23])([CH3:8])[CH2:3][C:4]([OH:6])=[O:5], predict the reactants needed to synthesize it. The reactants are: [NH2:1][C:2]([CH3:8])([CH3:7])[CH2:3][C:4]([OH:6])=[O:5].C(=O)([O-])[O-].[K+].[K+].F[C:16]1[CH:21]=[CH:20][CH:19]=[CH:18][C:17]=1[N+:22]([O-:24])=[O:23]. (3) Given the product [Cl:12][C:4]1[C:3]([N+:13]([O-:15])=[O:14])=[C:2]([NH:20][C:19]2[CH:21]=[CH:22][CH:23]=[C:24]([CH2:25][OH:26])[C:18]=2[CH2:16][CH3:17])[C:7]([C:8]([O:10][CH3:11])=[O:9])=[CH:6][N:5]=1, predict the reactants needed to synthesize it. The reactants are: Cl[C:2]1[C:7]([C:8]([O:10][CH3:11])=[O:9])=[CH:6][N:5]=[C:4]([Cl:12])[C:3]=1[N+:13]([O-:15])=[O:14].[CH2:16]([C:18]1[C:24]([CH2:25][OH:26])=[CH:23][CH:22]=[CH:21][C:19]=1[NH2:20])[CH3:17].C(N(C(C)C)C(C)C)C.O. (4) Given the product [C:24]([C:23]1[CH:26]=[CH:27][C:20]([NH:19][C:16]([C:9]2[S:10][C:11]([C:12]([F:15])([F:14])[F:13])=[C:7]([C:1]3[CH:6]=[CH:5][CH:4]=[CH:3][CH:2]=3)[CH:8]=2)=[O:17])=[CH:21][CH:22]=1)#[N:25], predict the reactants needed to synthesize it. The reactants are: [C:1]1([C:7]2[CH:8]=[C:9]([C:16](Cl)=[O:17])[S:10][C:11]=2[C:12]([F:15])([F:14])[F:13])[CH:6]=[CH:5][CH:4]=[CH:3][CH:2]=1.[NH2:19][C:20]1[CH:27]=[CH:26][C:23]([C:24]#[N:25])=[CH:22][CH:21]=1.C(N(CC)CC)C.